Dataset: Full USPTO retrosynthesis dataset with 1.9M reactions from patents (1976-2016). Task: Predict the reactants needed to synthesize the given product. (1) The reactants are: Cl[C:2]1[CH:3]=[C:4]([NH:12][C:13]2[CH:18]=[CH:17][C:16]([N:19]3[CH2:24][CH2:23][N:22]([CH:25]4[CH2:28][O:27][CH2:26]4)[CH2:21][CH2:20]3)=[CH:15][N:14]=2)[C:5]2[N:9]=[CH:8][N:7]([CH3:10])[C:6]=2[CH:11]=1.C([O:32][CH2:33][C:34]1[C:39](B2OC(C)(C)C(C)(C)O2)=[CH:38][C:37]([F:49])=[CH:36][C:35]=1[N:50]1[CH2:62][CH2:61][N:53]2[C:54]3[CH2:55][CH2:56][CH2:57][CH2:58][C:59]=3[CH:60]=[C:52]2[C:51]1=[O:63])(=O)C.C(=O)([O-])[O-].[K+].[K+].C1(P(C2CCCCC2)C2CCCCC2)CCCCC1. Given the product [F:49][C:37]1[CH:38]=[C:39]([C:2]2[CH:3]=[C:4]([NH:12][C:13]3[CH:18]=[CH:17][C:16]([N:19]4[CH2:20][CH2:21][N:22]([CH:25]5[CH2:26][O:27][CH2:28]5)[CH2:23][CH2:24]4)=[CH:15][N:14]=3)[C:5]3[N:9]=[CH:8][N:7]([CH3:10])[C:6]=3[CH:11]=2)[C:34]([CH2:33][OH:32])=[C:35]([N:50]2[CH2:62][CH2:61][N:53]3[C:54]4[CH2:55][CH2:56][CH2:57][CH2:58][C:59]=4[CH:60]=[C:52]3[C:51]2=[O:63])[CH:36]=1, predict the reactants needed to synthesize it. (2) Given the product [Cl:18][C:11]1[CH:10]=[C:9](/[CH:8]=[C:4]2/[C:5](=[O:7])[N:6]3[CH:20]=[C:21]([C:23]4[CH:31]=[CH:30][C:26]([C:27]([NH2:29])=[O:28])=[CH:25][CH:24]=4)[N:1]=[C:2]3[S:3]/2)[CH:14]=[C:13]([O:15][CH3:16])[C:12]=1[OH:17], predict the reactants needed to synthesize it. The reactants are: [NH2:1][C:2]1[S:3]/[C:4](=[CH:8]\[C:9]2[CH:14]=[C:13]([O:15][CH3:16])[C:12]([OH:17])=[C:11]([Cl:18])[CH:10]=2)/[C:5](=[O:7])[N:6]=1.Br[CH2:20][C:21]([C:23]1[CH:31]=[CH:30][C:26]([C:27]([NH2:29])=[O:28])=[CH:25][CH:24]=1)=O.